From a dataset of CYP2D6 inhibition data for predicting drug metabolism from PubChem BioAssay. Regression/Classification. Given a drug SMILES string, predict its absorption, distribution, metabolism, or excretion properties. Task type varies by dataset: regression for continuous measurements (e.g., permeability, clearance, half-life) or binary classification for categorical outcomes (e.g., BBB penetration, CYP inhibition). Dataset: cyp2d6_veith. (1) The drug is CCOC(=O)N1CCN(CC(=O)c2ccc3c(c2)CCN3)CC1. The result is 0 (non-inhibitor). (2) The compound is NCCSC(c1ccccc1)c1ccccc1. The result is 1 (inhibitor). (3) The compound is Clc1ccc(CSc2nccn2Cc2ccccc2)cc1. The result is 1 (inhibitor). (4) The result is 0 (non-inhibitor). The compound is NS(=O)(=O)c1cc(Cl)c(Cl)c(S(N)(=O)=O)c1. (5) The molecule is S=C1NCCOCCOCCOCCN1. The result is 0 (non-inhibitor). (6) The compound is Cc1nc2ccccc2n1CC(=O)N/N=C\c1ccccn1. The result is 0 (non-inhibitor). (7) The molecule is CSc1cc2c(cc1C(F)(F)F)N(C(=O)Nc1cccnc1)CC2. The result is 1 (inhibitor). (8) The compound is CP(=O)([O-])C1=CC[NH2+]CC1. The result is 0 (non-inhibitor).